Dataset: Retrosynthesis with 50K atom-mapped reactions and 10 reaction types from USPTO. Task: Predict the reactants needed to synthesize the given product. (1) Given the product O=C(O)C1CCC(Oc2ccc3[nH]ncc3c2)CC1, predict the reactants needed to synthesize it. The reactants are: CCOC(=O)C1CCC(Oc2ccc3[nH]ncc3c2)CC1. (2) Given the product CCOC(=O)c1sc(C)nc1C12CC3CC(CC(C3)C1)C2, predict the reactants needed to synthesize it. The reactants are: CC(N)=S.CCOC(=O)C(Cl)C(=O)C12CC3CC(CC(C3)C1)C2.